From a dataset of Forward reaction prediction with 1.9M reactions from USPTO patents (1976-2016). Predict the product of the given reaction. (1) Given the reactants C[O:2][C:3]([CH:5]1[CH2:9][CH:8]([N:10]2[N:14]=[N:13][C:12]([C:15]3[CH:20]=[CH:19][CH:18]=[CH:17][CH:16]=3)=[N:11]2)[CH2:7][N:6]1[C:21]([O:23][C:24]([CH3:27])([CH3:26])[CH3:25])=[O:22])=[O:4].[Li+].[OH-], predict the reaction product. The product is: [C:24]([O:23][C:21]([N:6]1[CH2:7][CH:8]([N:10]2[N:14]=[N:13][C:12]([C:15]3[CH:16]=[CH:17][CH:18]=[CH:19][CH:20]=3)=[N:11]2)[CH2:9][CH:5]1[C:3]([OH:4])=[O:2])=[O:22])([CH3:27])([CH3:25])[CH3:26]. (2) Given the reactants F[C:2]1[C:7]([C:8]([F:11])([F:10])[F:9])=[CH:6][CH:5]=[CH:4][C:3]=1[C:12]([C:14]1[CH:19]=[CH:18][C:17]([O:20][CH3:21])=[CH:16][C:15]=1[CH3:22])=O.O.[NH2:24][NH2:25], predict the reaction product. The product is: [CH3:21][O:20][C:17]1[CH:18]=[CH:19][C:14]([C:12]2[C:3]3[C:2](=[C:7]([C:8]([F:11])([F:10])[F:9])[CH:6]=[CH:5][CH:4]=3)[NH:25][N:24]=2)=[C:15]([CH3:22])[CH:16]=1.